Dataset: Catalyst prediction with 721,799 reactions and 888 catalyst types from USPTO. Task: Predict which catalyst facilitates the given reaction. (1) Reactant: [ClH:1].Cl.[C:3]([CH2:11][CH2:12][N:13]1[CH2:18][CH2:17][NH:16][CH2:15][CH2:14]1)(=[O:10])[C:4]1[CH:9]=[CH:8][CH:7]=[CH:6][CH:5]=1.[NH:19]([C:23]1[CH:30]=[CH:29][C:26]([CH2:27][Cl:28])=[CH:25][CH:24]=1)[C:20]([CH3:22])=[O:21].C([O-])([O-])=O.[K+].[K+]. Product: [ClH:28].[ClH:1].[C:20]([NH:19][C:23]1[CH:30]=[CH:29][C:26]([CH2:27][N:16]2[CH2:15][CH2:14][N:13]([CH2:12][CH2:11][C:3](=[O:10])[C:4]3[CH:9]=[CH:8][CH:7]=[CH:6][CH:5]=3)[CH2:18][CH2:17]2)=[CH:25][CH:24]=1)(=[O:21])[CH3:22]. The catalyst class is: 21. (2) Reactant: [OH:1][C:2]1[CH:10]=[CH:9][C:5]([C:6]([O-:8])=[O:7])=[CH:4][CH:3]=1.Cl.C(N=C=NCCCN(C)C)C.[C:23](O)([CH3:26])([CH3:25])[CH3:24]. Product: [OH:1][C:2]1[CH:10]=[CH:9][C:5]([C:6]([O:8][C:23]([CH3:26])([CH3:25])[CH3:24])=[O:7])=[CH:4][CH:3]=1. The catalyst class is: 277. (3) Reactant: [C:1]1([S:7][C:8]2[CH:17]=[C:16]3[C:11]([CH2:12][CH2:13][CH2:14][C:15]3=[O:18])=[CH:10][CH:9]=2)[CH:6]=[CH:5][CH:4]=[CH:3][CH:2]=1.[OH:19]OS([O-])=O.[K+].[OH2:25]. Product: [C:1]1([S:7]([C:8]2[CH:17]=[C:16]3[C:11]([CH2:12][CH2:13][CH2:14][C:15]3=[O:18])=[CH:10][CH:9]=2)(=[O:19])=[O:25])[CH:6]=[CH:5][CH:4]=[CH:3][CH:2]=1. The catalyst class is: 5. (4) Reactant: [C:1]1([N:7]([C:9]([CH:11]2[CH2:14][CH2:13][CH2:12]2)=[O:10])N)[CH:6]=[CH:5][CH:4]=[CH:3][CH:2]=1.[H-].[Ca+2].[H-].[H][H].Cl.[OH-].[Na+]. Product: [NH:7]1[C:1]2[C:6](=[CH:5][CH:4]=[CH:3][CH:2]=2)[C:11]2([CH2:14][CH2:13][CH2:12]2)[C:9]1=[O:10]. The catalyst class is: 24.